From a dataset of Full USPTO retrosynthesis dataset with 1.9M reactions from patents (1976-2016). Predict the reactants needed to synthesize the given product. The reactants are: C([O:3][C:4](=[O:39])[C:5]([CH3:38])([O:7][C:8]1[CH:13]=[CH:12][C:11]([O:14][C:15]2[CH:20]=[CH:19][CH:18]=[C:17]([CH2:21][NH:22][C:23](=[O:36])[C:24]3[CH:29]=[CH:28][C:27]([O:30][C:31]([F:34])([F:33])[F:32])=[CH:26][C:25]=3[CH3:35])[CH:16]=2)=[CH:10][C:9]=1[CH3:37])[CH3:6])C.O.[OH-].[Li+].Cl. Given the product [CH3:38][C:5]([O:7][C:8]1[CH:13]=[CH:12][C:11]([O:14][C:15]2[CH:20]=[CH:19][CH:18]=[C:17]([CH2:21][NH:22][C:23](=[O:36])[C:24]3[CH:29]=[CH:28][C:27]([O:30][C:31]([F:32])([F:33])[F:34])=[CH:26][C:25]=3[CH3:35])[CH:16]=2)=[CH:10][C:9]=1[CH3:37])([CH3:6])[C:4]([OH:39])=[O:3], predict the reactants needed to synthesize it.